This data is from Forward reaction prediction with 1.9M reactions from USPTO patents (1976-2016). The task is: Predict the product of the given reaction. The product is: [CH2:35]([N:37]1[C:45]2[CH:44]=[C:43]3[NH:46][C:47]([C:49]4[C:53]5[CH2:54][N:55]([C:9](=[O:11])[CH2:8][C:5]6[CH:4]=[CH:3][C:2]([F:1])=[CH:7][CH:6]=6)[CH2:56][CH2:57][C:52]=5[NH:51][N:50]=4)=[N:48][C:42]3=[CH:41][C:40]=2[C:39]([CH3:59])([CH3:58])[C:38]1=[O:60])[CH3:36]. Given the reactants [F:1][C:2]1[CH:7]=[CH:6][C:5]([CH2:8][C:9]([OH:11])=O)=[CH:4][CH:3]=1.Cl.CN(C)CCCN=C=NCC.O.OC1C2N=NNC=2C=CC=1.[CH2:35]([N:37]1[C:45]2[CH:44]=[C:43]3[NH:46][C:47]([C:49]4[C:53]5[CH2:54][NH:55][CH2:56][CH2:57][C:52]=5[NH:51][N:50]=4)=[N:48][C:42]3=[CH:41][C:40]=2[C:39]([CH3:59])([CH3:58])[C:38]1=[O:60])[CH3:36], predict the reaction product.